From a dataset of Forward reaction prediction with 1.9M reactions from USPTO patents (1976-2016). Predict the product of the given reaction. (1) Given the reactants [CH3:1][O:2][C:3]([C:5]1[CH:6]=[C:7]([F:24])[CH:8]=[C:9]2[C:14]=1[NH:13][CH:12]([C:15]1[CH:20]=[CH:19][CH:18]=[C:17](Br)[CH:16]=1)[CH2:11][C:10]2([CH3:23])[CH3:22])=[O:4].Cl.[C:26]1([CH3:38])[CH:31]=[CH:30][CH:29]=[CH:28][C:27]=1[N:32]1[CH2:37][CH2:36][NH:35][CH2:34][CH2:33]1.CC1(C)C2C(=C(P(C3C=CC=CC=3)C3C=CC=CC=3)C=CC=2)OC2C(P(C3C=CC=CC=3)C3C=CC=CC=3)=CC=CC1=2.C(=O)([O-])[O-].[Cs+].[Cs+], predict the reaction product. The product is: [CH3:1][O:2][C:3]([C:5]1[CH:6]=[C:7]([F:24])[CH:8]=[C:9]2[C:14]=1[NH:13][CH:12]([C:15]1[CH:20]=[CH:19][CH:18]=[C:17]([N:35]3[CH2:36][CH2:37][N:32]([C:27]4[CH:28]=[CH:29][CH:30]=[CH:31][C:26]=4[CH3:38])[CH2:33][CH2:34]3)[CH:16]=1)[CH2:11][C:10]2([CH3:23])[CH3:22])=[O:4]. (2) Given the reactants [CH3:1][C:2]1[C:3]([N:24]([S:30](=[O:33])(=[O:32])[NH2:31])[CH2:25][C:26]([O:28]C)=O)=[CH:4][S:5][C:6]=1[C:7]1[CH:12]=[CH:11][CH:10]=[C:9]([NH:13][CH:14]2[CH2:19][C:18](C)([CH3:20])[CH2:17][C:16]([CH3:23])([CH3:22])[CH2:15]2)[CH:8]=1.[H-].[Na+].Cl.[CH2:37]1COCC1, predict the reaction product. The product is: [CH3:1][C:2]1[C:3]([N:24]2[S:30](=[O:32])(=[O:33])[NH:31][C:26](=[O:28])[CH2:25]2)=[CH:4][S:5][C:6]=1[C:7]1[CH:12]=[CH:11][CH:10]=[C:9]([NH:13][CH:14]2[CH:19]([CH3:37])[CH:18]([CH3:20])[CH2:17][C:16]([CH3:22])([CH3:23])[CH2:15]2)[CH:8]=1.